Dataset: Full USPTO retrosynthesis dataset with 1.9M reactions from patents (1976-2016). Task: Predict the reactants needed to synthesize the given product. (1) Given the product [F:1][C:2]1[CH:3]=[CH:4][C:5]([C:8]2[C:9](=[O:25])[N:29]([CH2:28][C:27]([F:31])([F:30])[F:26])[C:11](=[O:10])[C:12]=2[C:13]2[CH:23]=[CH:22][C:16]3[O:17][CH2:18][C:19](=[O:21])[NH:20][C:15]=3[CH:14]=2)=[CH:6][CH:7]=1, predict the reactants needed to synthesize it. The reactants are: [F:1][C:2]1[CH:7]=[CH:6][C:5]([C:8]2[C:9](=[O:25])[O:10][C:11](=O)[C:12]=2[C:13]2[CH:23]=[CH:22][C:16]3[O:17][CH2:18][C:19](=[O:21])[NH:20][C:15]=3[CH:14]=2)=[CH:4][CH:3]=1.[F:26][C:27]([F:31])([F:30])[CH2:28][NH2:29]. (2) Given the product [CH:1]1([S:4]([C:7]2[CH:8]=[CH:9][C:10]([CH:13]([C:21]3[N:22]([C:34]([O:36][C:37]([CH3:40])([CH3:39])[CH3:38])=[O:35])[C:23]([C:26]4[CH:31]=[CH:30][C:29]([CH2:32][OH:33])=[CH:28][N:27]=4)=[CH:24][CH:25]=3)[CH2:14][CH:15]3[CH2:16][CH2:17][O:18][CH2:19][CH2:20]3)=[CH:11][CH:12]=2)(=[O:6])=[O:5])[CH2:3][CH2:2]1, predict the reactants needed to synthesize it. The reactants are: [CH:1]1([S:4]([C:7]2[CH:12]=[CH:11][C:10]([CH:13]([C:21]3[N:22]([C:34]([O:36][C:37]([CH3:40])([CH3:39])[CH3:38])=[O:35])[C:23]([C:26]4[CH:31]=[CH:30][C:29]([CH:32]=[O:33])=[CH:28][N:27]=4)=[CH:24][CH:25]=3)[CH2:14][CH:15]3[CH2:20][CH2:19][O:18][CH2:17][CH2:16]3)=[CH:9][CH:8]=2)(=[O:6])=[O:5])[CH2:3][CH2:2]1.[BH4-].[Na+].C(=O)([O-])O.[Na+]. (3) Given the product [CH2:1]([O:8][C:9]([CH:11]1[CH:15]([OH:16])[CH2:14][C:13]2([CH2:20][CH2:19][CH2:18][CH2:17]2)[CH2:12]1)=[O:10])[C:2]1[CH:3]=[CH:4][CH:5]=[CH:6][CH:7]=1, predict the reactants needed to synthesize it. The reactants are: [CH2:1]([O:8][C:9]([CH:11]1[C:15](=[O:16])[CH2:14][C:13]2([CH2:20][CH2:19][CH2:18][CH2:17]2)[CH2:12]1)=[O:10])[C:2]1[CH:7]=[CH:6][CH:5]=[CH:4][CH:3]=1.[BH4-].[Na+].S([O-])(O)(=O)=O.[K+]. (4) Given the product [Br:33][CH2:12][CH2:11][CH2:10][C:5]1[CH:6]=[CH:7][C:8]([CH3:9])=[C:3]([O:2][CH3:1])[CH:4]=1, predict the reactants needed to synthesize it. The reactants are: [CH3:1][O:2][C:3]1[CH:4]=[C:5]([CH2:10][CH2:11][CH2:12]O)[CH:6]=[CH:7][C:8]=1[CH3:9].C1(P(C2C=CC=CC=2)C2C=CC=CC=2)C=CC=CC=1.[Br:33]N1C(=O)CCC1=O.